From a dataset of Forward reaction prediction with 1.9M reactions from USPTO patents (1976-2016). Predict the product of the given reaction. (1) The product is: [C:1]([C:3]1[C:12]2[C:7](=[CH:8][CH:9]=[CH:10][CH:11]=2)[C:6]([S:13][C:14]2([C:18]([OH:20])=[O:19])[CH2:17][CH2:16][CH2:15]2)=[CH:5][CH:4]=1)#[N:2]. Given the reactants [C:1]([C:3]1[C:12]2[C:7](=[CH:8][CH:9]=[CH:10][CH:11]=2)[C:6]([S:13][C:14]2([C:18]([O:20]CC)=[O:19])[CH2:17][CH2:16][CH2:15]2)=[CH:5][CH:4]=1)#[N:2].O.[OH-].[Li+], predict the reaction product. (2) Given the reactants Cl[C:2]1[CH:11]=[C:10]2[N:12]([C:14]([C:27]3[CH:32]=[CH:31][CH:30]=[CH:29][CH:28]=3)([C:21]3[CH:26]=[CH:25][CH:24]=[CH:23][CH:22]=3)[C:15]3[CH:20]=[CH:19][CH:18]=[CH:17][CH:16]=3)[N:13]=[C:8]3[C:9]2=[C:4]([CH2:5][CH2:6][N:7]3[CH:33]([CH3:35])[CH3:34])[N:3]=1.[C:36]1([C@H:42]([NH:44][C:45]([NH2:47])=[O:46])[CH3:43])[CH:41]=[CH:40][CH:39]=[CH:38][CH:37]=1.C(=O)([O-])[O-].[Cs+].[Cs+], predict the reaction product. The product is: [CH:33]([N:7]1[CH2:6][CH2:5][C:4]2[N:3]=[C:2]([NH:47][C:45]([NH:44][C@@H:42]([C:36]3[CH:41]=[CH:40][CH:39]=[CH:38][CH:37]=3)[CH3:43])=[O:46])[CH:11]=[C:10]3[N:12]([C:14]([C:21]4[CH:26]=[CH:25][CH:24]=[CH:23][CH:22]=4)([C:27]4[CH:28]=[CH:29][CH:30]=[CH:31][CH:32]=4)[C:15]4[CH:16]=[CH:17][CH:18]=[CH:19][CH:20]=4)[N:13]=[C:8]1[C:9]=23)([CH3:35])[CH3:34]. (3) The product is: [CH:32]1([C:35]2[N:36]([C:2]3[CH:3]=[CH:4][C:5]([N:26]4[CH2:31][CH2:30][O:29][CH2:28][CH2:27]4)=[C:6]([C:8]([N:10]4[CH2:15][CH2:14][N:13]([C:16]5[CH:21]=[CH:20][C:19]([C:22]([F:25])([F:24])[F:23])=[CH:18][CH:17]=5)[CH2:12][CH2:11]4)=[O:9])[CH:7]=3)[CH:37]=[CH:38][N:39]=2)[CH2:34][CH2:33]1. Given the reactants Br[C:2]1[CH:3]=[CH:4][C:5]([N:26]2[CH2:31][CH2:30][O:29][CH2:28][CH2:27]2)=[C:6]([C:8]([N:10]2[CH2:15][CH2:14][N:13]([C:16]3[CH:21]=[CH:20][C:19]([C:22]([F:25])([F:24])[F:23])=[CH:18][CH:17]=3)[CH2:12][CH2:11]2)=[O:9])[CH:7]=1.[CH:32]1([C:35]2[NH:36][CH:37]=[CH:38][N:39]=2)[CH2:34][CH2:33]1, predict the reaction product. (4) Given the reactants [F:1][C:2]1[CH:13]=[CH:12][CH:11]=[C:10]([F:14])[C:3]=1[CH2:4][C@@H:5]([C:7]([OH:9])=[O:8])[NH2:6].O1CCOCC1.[Cl:21][C:22]1[CH:27]=[CH:26][CH:25]=[CH:24][C:23]=1[C:28]1[CH:33]=[CH:32][C:31]([C:34](Cl)=[O:35])=[CH:30][CH:29]=1, predict the reaction product. The product is: [Cl:21][C:22]1[CH:27]=[CH:26][CH:25]=[CH:24][C:23]=1[C:28]1[CH:29]=[CH:30][C:31]([C:34]([NH:6][CH:5]([CH2:4][C:3]2[C:2]([F:1])=[CH:13][CH:12]=[CH:11][C:10]=2[F:14])[C:7]([OH:9])=[O:8])=[O:35])=[CH:32][CH:33]=1. (5) Given the reactants [CH3:1][O:2][C:3](=[O:38])[CH2:4][O:5][C:6]1[CH:11]=[CH:10][C:9]([CH2:12][NH:13][C:14]([NH:16][C:17]2[CH:22]=[CH:21][C:20]([S:23]([N:26]3[CH2:31][CH2:30][CH:29]([CH:32](OC)[O:33]C)[CH2:28][CH2:27]3)(=[O:25])=[O:24])=[CH:19][CH:18]=2)=[O:15])=[C:8]([F:37])[CH:7]=1.[I-].[Na+].ClC([SiH3])(Cl)Cl, predict the reaction product. The product is: [CH3:1][O:2][C:3](=[O:38])[CH2:4][O:5][C:6]1[CH:11]=[CH:10][C:9]([CH2:12][NH:13][C:14]([NH:16][C:17]2[CH:18]=[CH:19][C:20]([S:23]([N:26]3[CH2:31][CH2:30][CH:29]([CH:32]=[O:33])[CH2:28][CH2:27]3)(=[O:24])=[O:25])=[CH:21][CH:22]=2)=[O:15])=[C:8]([F:37])[CH:7]=1.